The task is: Regression. Given two drug SMILES strings and cell line genomic features, predict the synergy score measuring deviation from expected non-interaction effect.. This data is from NCI-60 drug combinations with 297,098 pairs across 59 cell lines. (1) Drug 1: CC1=C(C=C(C=C1)NC2=NC=CC(=N2)N(C)C3=CC4=NN(C(=C4C=C3)C)C)S(=O)(=O)N.Cl. Drug 2: CCC1(CC2CC(C3=C(CCN(C2)C1)C4=CC=CC=C4N3)(C5=C(C=C6C(=C5)C78CCN9C7C(C=CC9)(C(C(C8N6C)(C(=O)OC)O)OC(=O)C)CC)OC)C(=O)OC)O.OS(=O)(=O)O. Cell line: SK-MEL-5. Synergy scores: CSS=46.6, Synergy_ZIP=13.0, Synergy_Bliss=11.9, Synergy_Loewe=-66.5, Synergy_HSA=10.1. (2) Drug 1: C1=NC2=C(N=C(N=C2N1C3C(C(C(O3)CO)O)F)Cl)N. Drug 2: CC12CCC3C(C1CCC2OP(=O)(O)O)CCC4=C3C=CC(=C4)OC(=O)N(CCCl)CCCl.[Na+]. Cell line: HT29. Synergy scores: CSS=6.31, Synergy_ZIP=-4.83, Synergy_Bliss=-7.31, Synergy_Loewe=-5.36, Synergy_HSA=-6.30.